The task is: Binary Classification. Given a miRNA mature sequence and a target amino acid sequence, predict their likelihood of interaction.. This data is from Experimentally validated miRNA-target interactions with 360,000+ pairs, plus equal number of negative samples. The miRNA is hsa-miR-7156-3p with sequence CUGCAGCCACUUGGGGAACUGGU. The protein sequence of the target gene is MREKGRRKKGRTWAEAAKTVLEKYPNTPMSHKEILQVIQREGLKEIRSGTSPLACLNAMLHTNSRGEEGIFYKVPGRMGVYTLKKDVPDGVKELSEGSEESSDGQSDSQSSENSSSSSDGGSNKEGKKSRWKRKVSSSSPQSGCPSPTIPAGKVISPSQKHSKKALKQALKQQQQKKQQQQCRPSISISSNQHLSLKTVKAASDSVPAKPATWEGKQSDGQTGSPQNSNSSFSSSVKVENTLLGLGKKSFQRSERLHTRQMKRTKCADIDVETPDSILVNTNLRALINKHTFSVLPGDCQ.... Result: 0 (no interaction).